This data is from Catalyst prediction with 721,799 reactions and 888 catalyst types from USPTO. The task is: Predict which catalyst facilitates the given reaction. (1) Reactant: [Cl:1][C:2]1[CH:7]=[CH:6][CH:5]=[CH:4][C:3]=1[N:8]1[C:12]([S:13][C:14]2[CH:19]=[CH:18][C:17]([CH3:20])=[CH:16][N:15]=2)=[CH:11][C:10]([C:21](OCC)=[O:22])=[N:9]1.[H-].C([Al+]CC(C)C)C(C)C.C1(C)C=CC=CC=1.[OH-].[Na+]. Product: [Cl:1][C:2]1[CH:7]=[CH:6][CH:5]=[CH:4][C:3]=1[N:8]1[C:12]([S:13][C:14]2[CH:19]=[CH:18][C:17]([CH3:20])=[CH:16][N:15]=2)=[CH:11][C:10]([CH:21]=[O:22])=[N:9]1. The catalyst class is: 7. (2) Reactant: Br[C:2]1[CH:7]=[C:6]([F:8])[CH:5]=[C:4]([Cl:9])[CH:3]=1.C([Li])(C)(C)C.B(OC)(OC)[O:16]C.C(OO)(=O)C.S(=O)(O)[O-].[K+]. Product: [Cl:9][C:4]1[CH:3]=[C:2]([OH:16])[CH:7]=[C:6]([F:8])[CH:5]=1. The catalyst class is: 28. (3) Reactant: [F:1][C:2]1[CH:3]=[C:4]([NH:8][C:9]2[CH:14]=[CH:13][CH:12]=[CH:11][C:10]=2[N+:15]([O-])=O)[CH:5]=[CH:6][CH:7]=1. Product: [F:1][C:2]1[CH:3]=[C:4]([NH:8][C:9]2[C:10]([NH2:15])=[CH:11][CH:12]=[CH:13][CH:14]=2)[CH:5]=[CH:6][CH:7]=1. The catalyst class is: 78. (4) Reactant: Br[CH2:2][CH2:3][CH2:4][CH2:5][CH2:6][CH2:7][CH2:8][CH2:9][CH:10]1[O:14][CH2:13][CH2:12][O:11]1.[OH:15][C:16]1[CH:17]=[C:18]([CH:27]=[CH:28][CH:29]=1)[C:19]([C:21]1[CH:26]=[CH:25][CH:24]=[CH:23][CH:22]=1)=[O:20].C(=O)([O-])[O-].[K+].[K+]. Product: [O:11]1[CH2:12][CH2:13][O:14][CH:10]1[CH2:9][CH2:8][CH2:7][CH2:6][CH2:5][CH2:4][CH2:3][CH2:2][O:15][C:16]1[CH:17]=[C:18]([C:19]([C:21]2[CH:26]=[CH:25][CH:24]=[CH:23][CH:22]=2)=[O:20])[CH:27]=[CH:28][CH:29]=1. The catalyst class is: 35. (5) Reactant: [CH:1]1[C:10]2[C:5](=[CH:6][CH:7]=[CH:8][CH:9]=2)[CH:4]=[CH:3][C:2]=1[CH2:11][O:12][CH2:13][C:14]1[O:18][N:17]=[C:16]([C:19]([OH:21])=O)[CH:15]=1.[O:22]1[CH2:27][CH2:26][O:25][CH2:24][CH:23]1[CH2:28][NH2:29].ON1C2C=CC=CC=2N=N1.Cl.C(N=C=NCCCN(C)C)C. Product: [O:22]1[CH2:27][CH2:26][O:25][CH2:24][CH:23]1[CH2:28][NH:29][C:19]([C:16]1[CH:15]=[C:14]([CH2:13][O:12][CH2:11][C:2]2[CH:3]=[CH:4][C:5]3[C:10](=[CH:9][CH:8]=[CH:7][CH:6]=3)[CH:1]=2)[O:18][N:17]=1)=[O:21]. The catalyst class is: 22. (6) Reactant: Br.[CH2:2]([O:4][C:5](=[O:16])[CH2:6][C:7]1[N:8]=[C:9]2[N:13]([CH:14]=1)[CH:12]=[C:11]([CH3:15])[S:10]2)[CH3:3].C(=O)([O-])[O-].[K+].[K+]. Product: [CH3:15][C:11]1[S:10][C:9]2=[N:8][C:7]([CH2:6][C:5]([O:4][CH2:2][CH3:3])=[O:16])=[CH:14][N:13]2[CH:12]=1. The catalyst class is: 6.